Predict the reactants needed to synthesize the given product. From a dataset of Full USPTO retrosynthesis dataset with 1.9M reactions from patents (1976-2016). (1) The reactants are: [Cl:1][C:2]1[CH:7]=[CH:6][C:5]([C:8]2[N:13]=[C:12]([C:14]([OH:16])=O)[CH:11]=[N:10][C:9]=2[O:17][C@@H:18]([CH3:23])[C:19]([F:22])([F:21])[F:20])=[CH:4][CH:3]=1.Cl.[CH3:25][O:26][C:27]1[CH:31]=[C:30]([CH2:32][NH2:33])[O:29][N:28]=1. Given the product [Cl:1][C:2]1[CH:7]=[CH:6][C:5]([C:8]2[N:13]=[C:12]([C:14]([NH:33][CH2:32][C:30]3[O:29][N:28]=[C:27]([O:26][CH3:25])[CH:31]=3)=[O:16])[CH:11]=[N:10][C:9]=2[O:17][C@@H:18]([CH3:23])[C:19]([F:22])([F:21])[F:20])=[CH:4][CH:3]=1, predict the reactants needed to synthesize it. (2) Given the product [C:11]([OH:12])(=[O:13])[CH:9]([CH3:7])[OH:10].[CH:14](=[O:13])[C:15]1[O:22][CH:21]=[CH:19][CH:17]=1.[O:1]=[CH:2][C@@H:3]([C@H:5]([C@@H:7]([C@@H:9]([CH2:11][OH:12])[OH:10])[OH:8])[OH:6])[OH:4].[O:13]=[CH:14][C@@H:15]([C@H:17]([C@@H:19]([CH2:21][OH:22])[OH:20])[OH:18])[OH:16], predict the reactants needed to synthesize it. The reactants are: [O:1]=[CH:2][C@@H:3]([C@H:5]([C@@H:7]([C@@H:9]([CH2:11][OH:12])[OH:10])[OH:8])[OH:6])[OH:4].[O:13]=[CH:14][C@@H:15]([C@H:17]([C@@H:19]([CH2:21][OH:22])[OH:20])[OH:18])[OH:16].C(O)C. (3) Given the product [Cl:16][C:10]1[CH:9]=[C:8]([C:4]2[CH:3]=[C:2]([NH:1][S:25]([C:22]3[CH:21]=[CH:20][C:19]([C:18]([F:17])([F:29])[F:30])=[CH:24][CH:23]=3)(=[O:27])=[O:26])[CH:7]=[N:6][CH:5]=2)[CH:15]=[CH:14][C:11]=1[C:12]#[N:13], predict the reactants needed to synthesize it. The reactants are: [NH2:1][C:2]1[CH:3]=[C:4]([C:8]2[CH:15]=[CH:14][C:11]([C:12]#[N:13])=[C:10]([Cl:16])[CH:9]=2)[CH:5]=[N:6][CH:7]=1.[F:17][C:18]([F:30])([F:29])[C:19]1[CH:24]=[CH:23][C:22]([S:25](Cl)(=[O:27])=[O:26])=[CH:21][CH:20]=1. (4) Given the product [CH3:13][O:14][C:15](=[O:38])[CH:16]([C:17]1[C:25]2[C:20](=[N:21][CH:22]=[CH:23][CH:24]=2)[N:19]([S:26]([C:29]2[CH:34]=[CH:33][C:32]([Cl:35])=[C:31]([Cl:36])[CH:30]=2)(=[O:27])=[O:28])[C:18]=1[CH3:37])[CH3:1], predict the reactants needed to synthesize it. The reactants are: [CH:1](NC(C)C)(C)C.[Li]CCCC.[CH3:13][O:14][C:15](=[O:38])[CH2:16][C:17]1[C:25]2[C:20](=[N:21][CH:22]=[CH:23][CH:24]=2)[N:19]([S:26]([C:29]2[CH:34]=[CH:33][C:32]([Cl:35])=[C:31]([Cl:36])[CH:30]=2)(=[O:28])=[O:27])[C:18]=1[CH3:37].